Dataset: Forward reaction prediction with 1.9M reactions from USPTO patents (1976-2016). Task: Predict the product of the given reaction. (1) Given the reactants [CH3:1][NH:2][CH:3]1[CH2:8][CH2:7][N:6]([C:9]2[N:10]=[N:11][C:12]([C:19]3[N:20]([CH3:24])[N:21]=[CH:22][CH:23]=3)=[C:13]3[CH:18]=[CH:17][N:16]=[CH:15][C:14]=23)[CH2:5][CH2:4]1.C(N(CC)C(C)C)(C)C.[F:34][C:35]1[CH:40]=[CH:39][C:38]([N:41]=[C:42]=[O:43])=[C:37]([C:44]([F:47])([F:46])[F:45])[CH:36]=1, predict the reaction product. The product is: [F:34][C:35]1[CH:40]=[CH:39][C:38]([NH:41][C:42](=[O:43])[N:2]([CH3:1])[CH:3]2[CH2:8][CH2:7][N:6]([C:9]3[N:10]=[N:11][C:12]([C:19]4[N:20]([CH3:24])[N:21]=[CH:22][CH:23]=4)=[C:13]4[CH:18]=[CH:17][N:16]=[CH:15][C:14]=34)[CH2:5][CH2:4]2)=[C:37]([C:44]([F:45])([F:46])[F:47])[CH:36]=1. (2) The product is: [CH3:10][C:11]1[O:12][C:13]([CH2:1][NH:2][C:3]2([C:8]#[N:9])[CH2:7][CH2:6][CH2:5][CH2:4]2)=[CH:14][N:15]=1.[C:13]1(=[O:12])[CH2:14][CH2:4][CH2:3][CH2:16]1. Given the reactants [CH3:1][NH:2][C:3]1([C:8]#[N:9])[CH2:7][CH2:6][CH2:5][CH2:4]1.[CH3:10][C:11]1[O:12][C:13]([CH2:16]N)=[CH:14][N:15]=1, predict the reaction product. (3) Given the reactants [OH:1][C:2]1[CH:29]=[CH:28][CH:27]=[CH:26][C:3]=1[CH2:4][NH:5][C:6]([NH:8][C:9]1[N:13]([C:14]2[CH:19]=[CH:18][C:17]([CH3:20])=[CH:16][CH:15]=2)[N:12]=[C:11]([CH2:21][C:22]([CH3:25])([CH3:24])[CH3:23])[CH:10]=1)=[O:7].[Cl:30][C:31]1[N:36]=[C:35](Cl)[CH:34]=[CH:33][N:32]=1.[OH-].[Na+], predict the reaction product. The product is: [Cl:30][C:31]1[N:36]=[C:35]([O:1][C:2]2[CH:29]=[CH:28][CH:27]=[CH:26][C:3]=2[CH2:4][NH:5][C:6]([NH:8][C:9]2[N:13]([C:14]3[CH:19]=[CH:18][C:17]([CH3:20])=[CH:16][CH:15]=3)[N:12]=[C:11]([CH2:21][C:22]([CH3:23])([CH3:24])[CH3:25])[CH:10]=2)=[O:7])[CH:34]=[CH:33][N:32]=1. (4) Given the reactants [CH2:1]([N:6]1[C:11]2[CH:12]=[CH:13][CH:14]=[CH:15][C:10]=2[C:9](=O)[O:8]C1=O)[CH2:2][CH2:3][CH2:4][CH3:5].[CH3:18][N:19]([CH3:21])[NH2:20], predict the reaction product. The product is: [CH3:18][N:19]([CH3:21])[NH:20][C:9](=[O:8])[C:10]1[CH:15]=[CH:14][CH:13]=[CH:12][C:11]=1[NH:6][CH2:1][CH2:2][CH2:3][CH2:4][CH3:5].